From a dataset of Full USPTO retrosynthesis dataset with 1.9M reactions from patents (1976-2016). Predict the reactants needed to synthesize the given product. Given the product [F:1][C:2]1[CH:11]=[CH:10][C:5]2[N:6]([CH2:36][C:27]([OH:26])=[O:42])[C:7](=[N:9][C:17](=[O:18])[C:16]3[CH:20]=[CH:21][CH:22]=[C:14]([C:13]([F:24])([F:23])[F:12])[CH:15]=3)[S:8][C:4]=2[CH:3]=1, predict the reactants needed to synthesize it. The reactants are: [F:1][C:2]1[CH:11]=[CH:10][C:5]2[N:6]=[C:7]([NH2:9])[S:8][C:4]=2[CH:3]=1.[F:12][C:13]([F:24])([F:23])[C:14]1[CH:15]=[C:16]([CH:20]=[CH:21][CH:22]=1)[C:17](Cl)=[O:18].C[O:26][C:27]1[CH:36]=CC2N=C(N)SC=2C=1.ClC1C=C(C=CC=1)C(Cl)=[O:42].